Dataset: Catalyst prediction with 721,799 reactions and 888 catalyst types from USPTO. Task: Predict which catalyst facilitates the given reaction. (1) Reactant: [CH3:1][C:2]1[N:7]=[C:6]([N:8]2[C:12]([NH:13][C:14]3[C:15]4[CH:16]=[N:17][NH:18][C:19]=4[CH:20]=[CH:21][CH:22]=3)=[CH:11][CH:10]=[N:9]2)[CH:5]=[C:4]([S:23][CH3:24])[N:3]=1.ClC1C=C(C=CC=1)C(OO)=[O:30]. Product: [CH3:1][C:2]1[N:7]=[C:6]([N:8]2[C:12]([NH:13][C:14]3[C:15]4[CH:16]=[N:17][NH:18][C:19]=4[CH:20]=[CH:21][CH:22]=3)=[CH:11][CH:10]=[N:9]2)[CH:5]=[C:4]([S:23]([CH3:24])=[O:30])[N:3]=1. The catalyst class is: 3. (2) Reactant: [CH3:1][O:2][C:3]1[CH:8]=[CH:7][C:6]([C:9]2[N:10]=[C:11]([C:22]3([C:28]([O:30][CH2:31][C:32]4[CH:37]=[CH:36][CH:35]=[CH:34][CH:33]=4)=[O:29])[CH2:27][CH2:26][NH:25][CH2:24][CH2:23]3)[O:12][C:13]=2[C:14]2[CH:19]=[CH:18][C:17]([O:20][CH3:21])=[CH:16][CH:15]=2)=[CH:5][CH:4]=1.ClC(Cl)(O[C:42](=[O:48])OC(Cl)(Cl)Cl)Cl.C(N(CC)CC)C.Cl.[CH3:58][NH:59][OH:60]. Product: [CH3:1][O:2][C:3]1[CH:4]=[CH:5][C:6]([C:9]2[N:10]=[C:11]([C:22]3([C:28]([O:30][CH2:31][C:32]4[CH:37]=[CH:36][CH:35]=[CH:34][CH:33]=4)=[O:29])[CH2:27][CH2:26][N:25]([C:42](=[O:48])[N:59]([OH:60])[CH3:58])[CH2:24][CH2:23]3)[O:12][C:13]=2[C:14]2[CH:15]=[CH:16][C:17]([O:20][CH3:21])=[CH:18][CH:19]=2)=[CH:7][CH:8]=1. The catalyst class is: 7. (3) Reactant: [Cl:1][C:2]1[CH:7]=[CH:6][CH:5]=[CH:4][C:3]=1[C:8]1[C:17]([CH2:18][NH2:19])=[CH:16][C:15]2[C:10](=[C:11]([CH3:20])[CH:12]=[CH:13][CH:14]=2)[N:9]=1.Cl[C:22]1[N:27]=[C:26](Cl)[C:25]([C:29]([F:32])([F:31])[F:30])=[CH:24][N:23]=1.CC[N:35](C(C)C)C(C)C. Product: [Cl:1][C:2]1[CH:7]=[CH:6][CH:5]=[CH:4][C:3]=1[C:8]1[C:17]([CH2:18][NH:19][C:24]2[C:25]([C:29]([F:32])([F:31])[F:30])=[CH:26][N:27]=[C:22]([NH2:35])[N:23]=2)=[CH:16][C:15]2[C:10](=[C:11]([CH3:20])[CH:12]=[CH:13][CH:14]=2)[N:9]=1.[Cl:1][C:2]1[CH:7]=[CH:6][CH:5]=[CH:4][C:3]=1[C:8]1[C:17]([CH2:18][NH:19][C:22]2[N:27]=[C:26]([NH2:35])[C:25]([C:29]([F:32])([F:31])[F:30])=[CH:24][N:23]=2)=[CH:16][C:15]2[C:10](=[C:11]([CH3:20])[CH:12]=[CH:13][CH:14]=2)[N:9]=1. The catalyst class is: 709. (4) Reactant: [Cl:1][C:2]1[CH:7]=[CH:6][CH:5]=[C:4]([Cl:8])[C:3]=1[CH:9]1[C:14]([C:15]([O:17][CH3:18])=[O:16])=[C:13]([CH2:19][C:20]([O:22]C)=[O:21])[NH:12][C:11]([CH2:24][CH2:25][C:26]2[CH:31]=[CH:30][CH:29]=[CH:28][C:27]=2[CH2:32][CH2:33][CH2:34][N:35]([CH3:37])[CH3:36])=[C:10]1[C:38]([O:40][CH3:41])=[O:39].[OH-].[Na+]. Product: [Cl:1][C:2]1[CH:7]=[CH:6][CH:5]=[C:4]([Cl:8])[C:3]=1[CH:9]1[C:10]([C:38]([O:40][CH3:41])=[O:39])=[C:11]([CH2:24][CH2:25][C:26]2[CH:31]=[CH:30][CH:29]=[CH:28][C:27]=2[CH2:32][CH2:33][CH2:34][N:35]([CH3:36])[CH3:37])[NH:12][C:13]([CH2:19][C:20]([OH:22])=[O:21])=[C:14]1[C:15]([O:17][CH3:18])=[O:16]. The catalyst class is: 12. (5) Reactant: [N:1]1[CH:6]=[N:5][CH:4]=[N:3][C:2]=1[N:7]1[CH2:12][CH2:11][NH:10][CH2:9][CH2:8]1.[Li+].[F:14][C:15]1[CH:20]=[CH:19][C:18]([N:21]2[CH:25]=[C:24]([C:26]3[CH:31]=[CH:30][C:29]([F:32])=[CH:28][CH:27]=3)[N:23]=[C:22]2[CH2:33][C:34]([O-])=[O:35])=[CH:17][CH:16]=1.CN(C(ON1N=NC2C=CC=CC1=2)=[N+](C)C)C.[B-](F)(F)(F)F.CCN(C(C)C)C(C)C. Product: [F:14][C:15]1[CH:16]=[CH:17][C:18]([N:21]2[CH:25]=[C:24]([C:26]3[CH:31]=[CH:30][C:29]([F:32])=[CH:28][CH:27]=3)[N:23]=[C:22]2[CH2:33][C:34]([N:10]2[CH2:9][CH2:8][N:7]([C:2]3[N:3]=[CH:4][N:5]=[CH:6][N:1]=3)[CH2:12][CH2:11]2)=[O:35])=[CH:19][CH:20]=1. The catalyst class is: 18. (6) Reactant: [CH3:1][C:2]1[N:3]=[N:4][N:5]([CH3:24])[C:6]=1[C:7]1[CH:19]=[N:18][C:17]2[C:16]3[CH:15]=[CH:14][C:13]([C:20]([O:22][CH3:23])=[O:21])=[CH:12][C:11]=3[NH:10][C:9]=2[CH:8]=1.[O:25]1[CH2:30][CH2:29][CH:28]([CH2:31]O)[CH2:27][CH2:26]1.[C:33]1(P([C:33]2[CH:38]=[CH:37][CH:36]=[CH:35][CH:34]=2)[C:33]2[CH:38]=[CH:37][CH:36]=[CH:35][CH:34]=2)[CH:38]=[CH:37][CH:36]=[CH:35][CH:34]=1.C[CH:53]([O:55]C(/N=N/C(OC(C)C)=O)=O)C. Product: [CH3:1][C:2]1[N:3]=[N:4][N:5]([CH3:24])[C:6]=1[C:7]1[CH:19]=[N:18][C:17]2[C:16]3[CH:15]=[CH:14][C:13]([C:20]([O:22][CH3:23])=[O:21])=[CH:12][C:11]=3[N:10]([CH:31]([C:36]3[CH:37]=[CH:38][C:33]([O:55][CH3:53])=[CH:34][CH:35]=3)[CH:28]3[CH2:27][CH2:26][O:25][CH2:30][CH2:29]3)[C:9]=2[CH:8]=1. The catalyst class is: 2.